From a dataset of Catalyst prediction with 721,799 reactions and 888 catalyst types from USPTO. Predict which catalyst facilitates the given reaction. (1) Reactant: [CH3:1][C:2]1([CH3:10])[O:9][C:7](=[O:8])[CH2:6][C:4](=[O:5])[O:3]1.[CH3:11][O:12][C:13]1[CH:18]=[CH:17][C:16]([CH2:19][O:20][C:21]2[CH:28]=[CH:27][C:24]([CH:25]=O)=[CH:23][CH:22]=2)=[CH:15][CH:14]=1.C(O)(=O)C.N1CCCCC1. Product: [CH3:11][O:12][C:13]1[CH:14]=[CH:15][C:16]([CH2:19][O:20][C:21]2[CH:28]=[CH:27][C:24]([CH:25]=[C:6]3[C:7](=[O:8])[O:9][C:2]([CH3:10])([CH3:1])[O:3][C:4]3=[O:5])=[CH:23][CH:22]=2)=[CH:17][CH:18]=1. The catalyst class is: 93. (2) Reactant: [NH:1]1[CH:5]=[C:4]([C:6]([OH:8])=O)[N:3]=[CH:2]1.Cl.CN(C)CCCN=C=NCC.C1C=CC2N(O)N=NC=2C=1.CCN(C(C)C)C(C)C.[NH2:40][C@@H:41]([CH3:57])[CH2:42][N:43]1[CH:47]=[CH:46][C:45]([C:48]2[CH:55]=[CH:54][C:51]([C:52]#[N:53])=[C:50]([Cl:56])[CH:49]=2)=[N:44]1. Product: [Cl:56][C:50]1[CH:49]=[C:48]([C:45]2[CH:46]=[CH:47][N:43]([CH2:42][C@@H:41]([NH:40][C:6]([C:4]3[N:3]=[CH:2][NH:1][CH:5]=3)=[O:8])[CH3:57])[N:44]=2)[CH:55]=[CH:54][C:51]=1[C:52]#[N:53]. The catalyst class is: 18. (3) Reactant: Cl[S:2]([C:5]1[CH:13]=[CH:12][C:8]([C:9]([OH:11])=[O:10])=[CH:7][CH:6]=1)(=[O:4])=[O:3].[NH2:14][CH2:15][CH2:16][C:17]([O:19][CH3:20])=[O:18].Cl.C(N(C(C)C)CC)(C)C. Product: [CH3:20][O:19][C:17]([CH2:16][CH2:15][NH:14][S:2]([C:5]1[CH:13]=[CH:12][C:8]([C:9]([OH:11])=[O:10])=[CH:7][CH:6]=1)(=[O:4])=[O:3])=[O:18]. The catalyst class is: 2. (4) Reactant: [C:1]([C:3]1[CH:4]=[C:5]([CH:8]=[CH:9][CH:10]=1)[CH2:6]Br)#[N:2].[CH2:11]([O:13][C:14](=[O:31])[C:15]1[CH:20]=[C:19]([OH:21])[CH:18]=[C:17]([O:22][C:23]2[CH:28]=[CH:27][C:26]([C:29]#[N:30])=[CH:25][CH:24]=2)[CH:16]=1)[CH3:12]. Product: [CH2:11]([O:13][C:14](=[O:31])[C:15]1[CH:16]=[C:17]([O:22][C:23]2[CH:28]=[CH:27][C:26]([C:29]#[N:30])=[CH:25][CH:24]=2)[CH:18]=[C:19]([O:21][CH2:6][C:5]2[CH:8]=[CH:9][CH:10]=[C:3]([C:1]#[N:2])[CH:4]=2)[CH:20]=1)[CH3:12]. The catalyst class is: 3. (5) Reactant: [CH2:1]([N:3]([CH2:15][CH3:16])[CH2:4][CH2:5][O:6][C:7]1[CH:12]=[CH:11][C:10]([CH2:13][NH2:14])=[CH:9][CH:8]=1)[CH3:2].[Cl:17][C:18]1[CH:23]=[C:22]([C:24](F)(F)F)[CH:21]=[CH:20][C:19]=1[C:28]#[C:29][C:30](O)=[O:31]. Product: [CH2:15]([N:3]([CH2:1][CH3:2])[CH2:4][CH2:5][O:6][C:7]1[CH:8]=[CH:9][C:10]([CH2:13][NH:14][C:30](=[O:31])[C:29]#[C:28][C:19]2[CH:20]=[CH:21][C:22]([CH3:24])=[CH:23][C:18]=2[Cl:17])=[CH:11][CH:12]=1)[CH3:16]. The catalyst class is: 98. (6) Reactant: [CH2:1]([O:8][C@@H:9]1[CH2:13][CH2:12][CH2:11][C@H:10]1[N:14]1[C:18]([C:19]2[CH:24]=[CH:23][CH:22]=[CH:21][CH:20]=2)=[C:17]([C:25]([O:27]C)=[O:26])[N:16]=[CH:15]1)[C:2]1[CH:7]=[CH:6][CH:5]=[CH:4][CH:3]=1.O.[OH-].[Li+].C1COCC1.CO. Product: [CH2:1]([O:8][C@@H:9]1[CH2:13][CH2:12][CH2:11][C@H:10]1[N:14]1[C:18]([C:19]2[CH:24]=[CH:23][CH:22]=[CH:21][CH:20]=2)=[C:17]([C:25]([OH:27])=[O:26])[N:16]=[CH:15]1)[C:2]1[CH:7]=[CH:6][CH:5]=[CH:4][CH:3]=1. The catalyst class is: 6. (7) The catalyst class is: 2. Reactant: [F:1][C:2]1([F:11])[CH2:7][CH2:6][CH:5]([C:8]([OH:10])=O)[CH2:4][CH2:3]1.CN(C)CCCN=C=NCC.ON1C2C=CC=CC=2N=N1.[C:33]1([CH2:39][CH2:40][NH2:41])[CH:38]=[CH:37][CH:36]=[CH:35][CH:34]=1.C(=O)(O)[O-].[Na+]. Product: [F:11][C:2]1([F:1])[CH2:3][CH2:4][CH:5]([C:8]([NH:41][CH2:40][CH2:39][C:33]2[CH:38]=[CH:37][CH:36]=[CH:35][CH:34]=2)=[O:10])[CH2:6][CH2:7]1. (8) Reactant: [Br:1][C:2]1[CH:15]=[C:14]([C:16]([F:19])([F:18])[F:17])[CH:13]=[CH:12][C:3]=1[CH2:4][CH:5](C(O)=O)[C:6]([OH:8])=[O:7]. Product: [Br:1][C:2]1[CH:15]=[C:14]([C:16]([F:19])([F:18])[F:17])[CH:13]=[CH:12][C:3]=1[CH2:4][CH2:5][C:6]([OH:8])=[O:7]. The catalyst class is: 28. (9) The catalyst class is: 6. Product: [CH3:17][S:13]([C:7]1[CH:6]=[CH:5][CH:4]=[C:3]([O:2][CH3:1])[CH:8]=1)(=[O:15])=[O:12]. Reactant: [CH3:1][O:2][C:3]1[CH:4]=[C:5](SC)[CH:6]=[CH:7][CH:8]=1.O[O:12][S:13]([O-:15])=O.[K+].[CH3:17]C(C)=O. (10) Reactant: C([O:5][C:6]([CH2:8][N:9]1[C:14](=[O:15])[C:13]([NH:16]C(=O)C2C=CC=CC=2)=[CH:12][N:11]=[C:10]1[C:25]1[CH:30]=[CH:29][CH:28]=[CH:27][CH:26]=1)=[O:7])(C)(C)C.[OH-].[Na+]. Product: [NH2:16][C:13]1[C:14](=[O:15])[N:9]([CH2:8][C:6]([OH:7])=[O:5])[C:10]([C:25]2[CH:30]=[CH:29][CH:28]=[CH:27][CH:26]=2)=[N:11][CH:12]=1. The catalyst class is: 5.